Dataset: Cav3 T-type calcium channel HTS with 100,875 compounds. Task: Binary Classification. Given a drug SMILES string, predict its activity (active/inactive) in a high-throughput screening assay against a specified biological target. (1) The molecule is O=C(c1c(n2nc(nc2nc1)C)C)C. The result is 0 (inactive). (2) The drug is S(=O)(=O)(NCC(=O)N(C1CCCC1)CC(=O)NCC1OCCC1)c1ccc(cc1)C. The result is 0 (inactive).